This data is from NCI-60 drug combinations with 297,098 pairs across 59 cell lines. The task is: Regression. Given two drug SMILES strings and cell line genomic features, predict the synergy score measuring deviation from expected non-interaction effect. Drug 1: CCC1(CC2CC(C3=C(CCN(C2)C1)C4=CC=CC=C4N3)(C5=C(C=C6C(=C5)C78CCN9C7C(C=CC9)(C(C(C8N6C=O)(C(=O)OC)O)OC(=O)C)CC)OC)C(=O)OC)O.OS(=O)(=O)O. Drug 2: CC(C)(C#N)C1=CC(=CC(=C1)CN2C=NC=N2)C(C)(C)C#N. Cell line: SR. Synergy scores: CSS=74.5, Synergy_ZIP=0.238, Synergy_Bliss=1.47, Synergy_Loewe=-19.3, Synergy_HSA=2.14.